From a dataset of Reaction yield outcomes from USPTO patents with 853,638 reactions. Predict the reaction yield, written as a fraction of the theoretical maximum amount of product (1.0 means a 100% yield; for example, 0.34 means a 34% yield). (1) The reactants are [CH:1]1[C:6](/[CH:7]=[CH:8]/[C:9]([OH:11])=[O:10])=[CH:5][CH:4]=[C:3]([OH:12])[CH:2]=1.C(=O)([O-])[O-].[K+].[K+].[F:19][C:20]1[CH:21]=[C:22]([CH:25]=[CH:26][C:27]=1[F:28])[CH2:23]Br.[OH-].[Na+].Cl. The catalyst is C1COCC1.CC(CC)=O. The product is [F:19][C:20]1[CH:21]=[C:22]([CH:25]=[CH:26][C:27]=1[F:28])[CH2:23][O:12][C:3]1[CH:4]=[CH:5][C:6]([CH:7]=[CH:8][C:9]([OH:11])=[O:10])=[CH:1][CH:2]=1. The yield is 0.730. (2) The reactants are CCN(CC)CC.[SH:8][CH2:9][C:10]([OH:12])=[O:11].Cl[C:14]1[CH:19]=[CH:18][C:17]([N+:20]([O-:22])=[O:21])=[CH:16][C:15]=1[N+:23]([O-:25])=[O:24].O. The catalyst is O1CCOCC1. The product is [N+:20]([C:17]1[CH:16]=[C:15]([N+:23]([O-:25])=[O:24])[CH:14]=[CH:19][C:18]=1[S:8][CH2:9][C:10]([OH:12])=[O:11])([O-:22])=[O:21]. The yield is 0.740. (3) The reactants are [Br:1][C:2]1[N:3]=[C:4]([C:9]#[C:10][Si](C)(C)C)[C:5]([NH2:8])=[N:6][CH:7]=1.[H-].[Na+].[C:17]1([CH3:27])[CH:22]=[CH:21][C:20]([S:23](Cl)(=[O:25])=[O:24])=[CH:19][CH:18]=1. The catalyst is CN(C=O)C. The product is [Br:1][C:2]1[N:3]=[C:4]2[CH:9]=[CH:10][N:8]([S:23]([C:20]3[CH:21]=[CH:22][C:17]([CH3:27])=[CH:18][CH:19]=3)(=[O:25])=[O:24])[C:5]2=[N:6][CH:7]=1. The yield is 0.520. (4) The reactants are [NH2:1][C:2]1[CH:7]=[N:6][C:5]([Br:8])=[CH:4][N:3]=1.[CH3:9][C:10]1[C:15]([C:16](O)=[O:17])=[CH:14][N:13]=[CH:12][CH:11]=1.C(Cl)CCl. The catalyst is CN(C1C=CN=CC=1)C.C(Cl)Cl. The product is [Br:8][C:5]1[N:6]=[CH:7][C:2]([NH:1][C:16](=[O:17])[C:15]2[C:10]([CH3:9])=[CH:11][CH:12]=[N:13][CH:14]=2)=[N:3][CH:4]=1. The yield is 0.300. (5) The reactants are [C:1]1([C@@:7]2([CH2:19][CH2:20][NH:21][C:22](=[O:28])[O:23][C:24]([CH3:27])([CH3:26])[CH3:25])[CH2:9][C@H:8]2[CH2:10][O:11]CC2C=CC=CC=2)[CH:6]=[CH:5][CH:4]=[CH:3][CH:2]=1. The catalyst is [Pd].C(O)C. The product is [OH:11][CH2:10][C@@H:8]1[CH2:9][C@:7]1([CH2:19][CH2:20][NH:21][C:22](=[O:28])[O:23][C:24]([CH3:26])([CH3:25])[CH3:27])[C:1]1[CH:2]=[CH:3][CH:4]=[CH:5][CH:6]=1. The yield is 0.910. (6) The reactants are [C:1]([O:5][C:6]([N:8]1[CH2:20][C@@H:19]([CH3:21])[N:18]2[C@H:10]([CH2:11][C:12]3[C:17]2=[N:16][C:15]([CH2:22][O:23][CH2:24][CH:25]2[CH2:27][CH2:26]2)=[C:14](Br)[CH:13]=3)[CH2:9]1)=[O:7])([CH3:4])([CH3:3])[CH3:2].C1(P(C2C=CC=CC=2)CCCP(C2C=CC=CC=2)C2C=CC=CC=2)C=CC=CC=1.C(N(CC)CC)C. The catalyst is CO.C([O-])(=O)C.[Pd+2].C([O-])(=O)C. The product is [CH3:1][O:5][C:6]([C:14]1[CH:13]=[C:12]2[C:17]([N:18]3[C@H:10]([CH2:11]2)[CH2:9][N:8]([C:6]([O:5][C:1]([CH3:4])([CH3:3])[CH3:2])=[O:7])[CH2:20][C@H:19]3[CH3:21])=[N:16][C:15]=1[CH2:22][O:23][CH2:24][CH:25]1[CH2:27][CH2:26]1)=[O:7]. The yield is 0.870. (7) The reactants are C([O:3][C:4](=[O:31])[CH2:5][CH2:6][NH:7][C:8]1[CH:17]=[CH:16][C:15]2[C:10](=[CH:11][CH:12]=[C:13]([Cl:30])[C:14]=2[C:18](=[O:29])[NH:19][CH2:20][CH:21]2[CH2:26][CH2:25][C:24]([F:28])([F:27])[CH2:23][CH2:22]2)[N:9]=1)C.O.[OH-].[Li+]. The catalyst is C1COCC1.O. The product is [Cl:30][C:13]1[C:14]([C:18](=[O:29])[NH:19][CH2:20][CH:21]2[CH2:26][CH2:25][C:24]([F:27])([F:28])[CH2:23][CH2:22]2)=[C:15]2[C:10](=[CH:11][CH:12]=1)[N:9]=[C:8]([NH:7][CH2:6][CH2:5][C:4]([OH:31])=[O:3])[CH:17]=[CH:16]2. The yield is 0.453.